Task: Predict the reaction yield, written as a fraction of the theoretical maximum amount of product (1.0 means a 100% yield; for example, 0.34 means a 34% yield).. Dataset: Reaction yield outcomes from USPTO patents with 853,638 reactions (1) The reactants are CCCC[N+](CCCC)(CCCC)CCCC.[F-].[Si]([O:26][CH2:27][C:28]1[CH:33]=[C:32]([CH:34]2[CH2:36][CH2:35]2)[N:31]=[C:30]([C:37]2[CH:38]=[N:39][C:40]([C:43]([F:46])([F:45])[F:44])=[N:41][CH:42]=2)[CH:29]=1)(C(C)(C)C)(C)C. The catalyst is O1CCCC1.[NH4+].[Cl-]. The product is [CH:34]1([C:32]2[CH:33]=[C:28]([CH2:27][OH:26])[CH:29]=[C:30]([C:37]3[CH:38]=[N:39][C:40]([C:43]([F:44])([F:46])[F:45])=[N:41][CH:42]=3)[N:31]=2)[CH2:36][CH2:35]1. The yield is 0.970. (2) The reactants are [N+:1]([O-:4])(O)=[O:2].[Cl:5][C:6]1[S:10][C:9]([C:11]([O:13][CH3:14])=[O:12])=[CH:8][CH:7]=1. The catalyst is [Cl-].[Na+].O. The product is [Cl:5][C:6]1[S:10][C:9]([C:11]([O:13][CH3:14])=[O:12])=[CH:8][C:7]=1[N+:1]([O-:4])=[O:2]. The yield is 0.580. (3) The yield is 0.655. The reactants are [O:1]=[C:2]1[C:6]2([CH2:11][CH2:10][NH:9][CH2:8][CH2:7]2)[N:5]([C:12]2[CH:17]=[CH:16][CH:15]=[CH:14][CH:13]=2)[CH2:4][N:3]1[CH2:18][C:19]1[CH:31]=[CH:30][CH:29]=[CH:28][C:20]=1[C:21]([O:23][C:24]([CH3:27])([CH3:26])[CH3:25])=[O:22].I[CH2:33][CH2:34][CH2:35][C:36]([C:38]1[CH:43]=[CH:42][CH:41]=[CH:40][CH:39]=1)=[O:37].C(=O)([O-])[O-].[K+].[K+]. The product is [O:1]=[C:2]1[C:6]2([CH2:7][CH2:8][N:9]([CH2:33][CH2:34][CH2:35][C:36](=[O:37])[C:38]3[CH:43]=[CH:42][CH:41]=[CH:40][CH:39]=3)[CH2:10][CH2:11]2)[N:5]([C:12]2[CH:13]=[CH:14][CH:15]=[CH:16][CH:17]=2)[CH2:4][N:3]1[CH2:18][C:19]1[CH:31]=[CH:30][CH:29]=[CH:28][C:20]=1[C:21]([O:23][C:24]([CH3:27])([CH3:25])[CH3:26])=[O:22]. The catalyst is CN(C)C=O. (4) The catalyst is C(Cl)Cl. The reactants are [F:1][C:2]1[C:3]([NH:26][C:27]2[CH:32]=[CH:31][C:30]([I:33])=[CH:29][C:28]=2[F:34])=[C:4]([CH:12]=[C:13](/[CH:16]=[N:17]/[O:18][CH2:19][CH2:20][NH:21][C:22](=[O:25])[CH2:23][CH3:24])[C:14]=1[F:15])[C:5]([NH:7][O:8][CH2:9][CH2:10][OH:11])=[O:6].ClC(Cl)C(O)=O.O.C(=O)(O)[O-].[Na+]. The yield is 0.710. The product is [F:1][C:2]1[C:3]([NH:26][C:27]2[CH:32]=[CH:31][C:30]([I:33])=[CH:29][C:28]=2[F:34])=[C:4]([CH:12]=[C:13]([CH2:16][NH:17][O:18][CH2:19][CH2:20][NH:21][C:22](=[O:25])[CH2:23][CH3:24])[C:14]=1[F:15])[C:5]([NH:7][O:8][CH2:9][CH2:10][OH:11])=[O:6]. (5) The reactants are [N+:1]([C:4]1[CH:12]=[C:7]2[CH2:8][NH:9][CH2:10][CH2:11][N:6]2[N:5]=1)([O-:3])=[O:2].[CH:13](=O)[CH3:14].[BH3-]C#N.[Na+]. The catalyst is [Cl-].[Cl-].[Zn+2].CO. The product is [CH2:13]([N:9]1[CH2:10][CH2:11][N:6]2[N:5]=[C:4]([N+:1]([O-:3])=[O:2])[CH:12]=[C:7]2[CH2:8]1)[CH3:14]. The yield is 0.810. (6) The reactants are [Cl:1][S:2]([OH:5])(=O)=[O:3].[C:6]([N:9]1[C:17]2[C:12](=[CH:13][C:14]([Br:18])=[CH:15][CH:16]=2)[CH2:11][CH2:10]1)(=[O:8])[CH3:7]. No catalyst specified. The product is [C:6]([N:9]1[C:17]2[C:12](=[CH:13][C:14]([Br:18])=[C:15]([S:2]([Cl:1])(=[O:5])=[O:3])[CH:16]=2)[CH2:11][CH2:10]1)(=[O:8])[CH3:7]. The yield is 0.930.